From a dataset of Catalyst prediction with 721,799 reactions and 888 catalyst types from USPTO. Predict which catalyst facilitates the given reaction. (1) Reactant: [F:1][C:2]([F:25])([F:24])[C:3]1[CH:12]=[C:11]([N:13]2[CH2:18][CH2:17][N:16]([CH2:19][CH2:20][CH2:21][CH2:22][NH2:23])[CH2:15][CH2:14]2)[C:10]2[C:5](=[CH:6][CH:7]=[CH:8][CH:9]=2)[N:4]=1.C1N=CN([C:31]([N:33]2[CH:37]=N[CH:35]=[CH:34]2)=[O:32])C=1.[C:38]1([CH:44]2CCNC[CH2:45]2)[CH:43]=[CH:42][CH:41]=[CH:40][CH:39]=1. Product: [C:38]1([CH:44]2[CH2:35][CH2:34][N:33]([C:31]([NH:23][CH2:22][CH2:21][CH2:20][CH2:19][N:16]3[CH2:15][CH2:14][N:13]([C:11]4[C:10]5[C:5](=[CH:6][CH:7]=[CH:8][CH:9]=5)[N:4]=[C:3]([C:2]([F:24])([F:1])[F:25])[CH:12]=4)[CH2:18][CH2:17]3)=[O:32])[CH2:37][CH2:45]2)[CH:43]=[CH:42][CH:41]=[CH:40][CH:39]=1. The catalyst class is: 147. (2) Reactant: [CH3:1][O:2][C:3]1([CH:9]([C:17]2[CH:22]=[CH:21][CH:20]=[CH:19][CH:18]=2)[S:10][CH2:11][CH2:12][C:13]([O:15]C)=[O:14])[CH2:8][CH2:7][O:6][CH2:5][CH2:4]1. Product: [CH3:1][O:2][C:3]1([CH:9]([C:17]2[CH:22]=[CH:21][CH:20]=[CH:19][CH:18]=2)[S:10][CH2:11][CH2:12][C:13]([OH:15])=[O:14])[CH2:4][CH2:5][O:6][CH2:7][CH2:8]1. The catalyst class is: 72.